Task: Predict which catalyst facilitates the given reaction.. Dataset: Catalyst prediction with 721,799 reactions and 888 catalyst types from USPTO (1) Reactant: [CH3:1][S:2][C:3](SC)=[CH:4][N+:5]([O-:7])=[O:6].[CH:10]1([CH2:16][NH2:17])[CH2:15][CH2:14][CH2:13][CH2:12][CH2:11]1. Product: [CH:10]1([CH2:16][NH:17][C:3]([S:2][CH3:1])=[CH:4][N+:5]([O-:7])=[O:6])[CH2:15][CH2:14][CH2:13][CH2:12][CH2:11]1. The catalyst class is: 1. (2) Reactant: [C:9](O[C:9]([O:11][C:12]([CH3:15])([CH3:14])[CH3:13])=[O:10])([O:11][C:12]([CH3:15])([CH3:14])[CH3:13])=[O:10].[CH3:16][O:17][C:18]1[CH:19]=[C:20]([CH:28]=[CH:29][CH:30]=1)[CH2:21][CH:22]1[CH2:27][NH:26][CH2:25][CH2:24][NH:23]1.C(N(CC)CC)C.C(OCC)(=O)C. Product: [CH3:16][O:17][C:18]1[CH:19]=[C:20]([CH:28]=[CH:29][CH:30]=1)[CH2:21][CH:22]1[CH2:27][N:26]([C:9]([O:11][C:12]([CH3:13])([CH3:14])[CH3:15])=[O:10])[CH2:25][CH2:24][NH:23]1. The catalyst class is: 30.